Task: Predict the product of the given reaction.. Dataset: Forward reaction prediction with 1.9M reactions from USPTO patents (1976-2016) (1) Given the reactants [Br:1][C:2]1[CH:7]=[CH:6][C:5]([NH:8][CH2:9][CH:10]2[CH2:15][CH2:14][N:13]([C:16]([O:18][C:19]([CH3:22])([CH3:21])[CH3:20])=[O:17])[CH2:12][CH2:11]2)=[CH:4][CH:3]=1.[H-].[Na+].[CH2:25](Br)[C:26]1[CH:31]=[CH:30][CH:29]=[CH:28][CH:27]=1.O, predict the reaction product. The product is: [CH2:25]([N:8]([CH2:9][CH:10]1[CH2:11][CH2:12][N:13]([C:16]([O:18][C:19]([CH3:22])([CH3:21])[CH3:20])=[O:17])[CH2:14][CH2:15]1)[C:5]1[CH:4]=[CH:3][C:2]([Br:1])=[CH:7][CH:6]=1)[C:26]1[CH:31]=[CH:30][CH:29]=[CH:28][CH:27]=1. (2) The product is: [F:17][C:16]([F:19])([F:18])[C:12]1[CH:11]=[C:10]([C:7]2[CH:8]=[CH:9][C:4]3[NH:1][C:22](=[O:24])[CH2:21][NH:20][C:5]=3[N:6]=2)[CH:15]=[CH:14][CH:13]=1. Given the reactants [N+:1]([C:4]1[C:5]([NH:20][CH2:21][C:22]([O:24]CC)=O)=[N:6][C:7]([C:10]2[CH:15]=[CH:14][CH:13]=[C:12]([C:16]([F:19])([F:18])[F:17])[CH:11]=2)=[CH:8][CH:9]=1)([O-])=O, predict the reaction product. (3) Given the reactants [NH2:1][C:2]1[CH:12]=[CH:11][C:5]([C:6]([O:8][CH2:9][CH3:10])=[O:7])=[CH:4][CH:3]=1.[N:13]1[C:22]2[C:17](=[CH:18][CH:19]=[CH:20][C:21]=2[S:23](Cl)(=[O:25])=[O:24])[CH:16]=[CH:15][CH:14]=1, predict the reaction product. The product is: [N:13]1[C:22]2[C:17](=[CH:18][CH:19]=[CH:20][C:21]=2[S:23]([NH:1][C:2]2[CH:3]=[CH:4][C:5]([C:6]([O:8][CH2:9][CH3:10])=[O:7])=[CH:11][CH:12]=2)(=[O:25])=[O:24])[CH:16]=[CH:15][CH:14]=1. (4) Given the reactants [Cl:1][C:2]1[CH:23]=[CH:22][C:5]([CH2:6][NH:7][C:8]([C:10]2[C:15](=[O:16])[N:14]3[CH:17]=[C:18](I)[CH:19]=[CH:20][C:13]3=[N:12][CH:11]=2)=[O:9])=[CH:4][CH:3]=1.CCN(CC)CC.[CH2:31]([OH:34])[C:32]#[CH:33], predict the reaction product. The product is: [Cl:1][C:2]1[CH:23]=[CH:22][C:5]([CH2:6][NH:7][C:8]([C:10]2[C:15](=[O:16])[N:14]3[CH:17]=[C:18]([C:33]#[C:32][CH2:31][OH:34])[CH:19]=[CH:20][C:13]3=[N:12][CH:11]=2)=[O:9])=[CH:4][CH:3]=1. (5) Given the reactants [Si:1]([O:8][CH2:9][CH2:10][CH2:11][C@@:12]1([C:29]2[CH:34]=[CH:33][CH:32]=[CH:31][CH:30]=2)[O:17][C:16](=[O:18])[N:15]([C@H:19]([C:21]2[CH:26]=[CH:25][C:24]([CH2:27][OH:28])=[CH:23][CH:22]=2)[CH3:20])[CH2:14][CH2:13]1)([C:4]([CH3:7])([CH3:6])[CH3:5])([CH3:3])[CH3:2].[H-].[Na+].[CH3:37]I, predict the reaction product. The product is: [Si:1]([O:8][CH2:9][CH2:10][CH2:11][C@@:12]1([C:29]2[CH:34]=[CH:33][CH:32]=[CH:31][CH:30]=2)[O:17][C:16](=[O:18])[N:15]([C@H:19]([C:21]2[CH:22]=[CH:23][C:24]([CH2:27][O:28][CH3:37])=[CH:25][CH:26]=2)[CH3:20])[CH2:14][CH2:13]1)([C:4]([CH3:5])([CH3:6])[CH3:7])([CH3:2])[CH3:3].